Dataset: Catalyst prediction with 721,799 reactions and 888 catalyst types from USPTO. Task: Predict which catalyst facilitates the given reaction. (1) The catalyst class is: 341. Product: [N:1]1([CH2:7][CH2:8][CH2:9][O:10][S:17]([C:14]2[CH:15]=[CH:16][C:11]([CH3:21])=[CH:12][CH:13]=2)(=[O:19])=[O:18])[CH2:6][CH2:5][CH2:4][CH2:3][CH2:2]1. Reactant: [N:1]1([CH2:7][CH2:8][CH2:9][OH:10])[CH2:6][CH2:5][CH2:4][CH2:3][CH2:2]1.[C:11]1([CH3:21])[CH:16]=[CH:15][C:14]([S:17](Cl)(=[O:19])=[O:18])=[CH:13][CH:12]=1. (2) Reactant: [Cl:1][C:2]1[N:7]=[C:6]([S:8][CH3:9])[N:5]=[C:4]2[NH:10][N:11]=[CH:12][C:3]=12.[H-].[Na+].Cl[CH2:16][O:17][CH2:18][CH2:19][Si:20]([CH3:23])([CH3:22])[CH3:21]. Product: [Cl:1][C:2]1[N:7]=[C:6]([S:8][CH3:9])[N:5]=[C:4]2[N:10]([CH2:16][O:17][CH2:18][CH2:19][Si:20]([CH3:23])([CH3:22])[CH3:21])[N:11]=[CH:12][C:3]=12. The catalyst class is: 3. (3) Reactant: [CH:1](=O)[C:2]1[CH:7]=[CH:6][CH:5]=[CH:4][CH:3]=1.[CH2:9]([N+:16]#[C-:17])[C:10]1[CH:15]=[CH:14][CH:13]=[CH:12][CH:11]=1.[O:18]([C:20]#[N:21])[K].[Cl:22][C:23]1[CH:29]=[CH:28][C:26]([NH2:27])=[CH:25][CH:24]=1.Cl.[NH+]1C=CC=CC=1. Product: [CH2:9]([NH:16][C:17]1[CH:1]([C:2]2[CH:7]=[CH:6][CH:5]=[CH:4][CH:3]=2)[N:27]([C:26]2[CH:28]=[CH:29][C:23]([Cl:22])=[CH:24][CH:25]=2)[C:20](=[O:18])[N:21]=1)[C:10]1[CH:15]=[CH:14][CH:13]=[CH:12][CH:11]=1. The catalyst class is: 24. (4) Product: [CH2:7]([O:9][C:10]1[CH:15]=[C:14]([CH:16]=[O:17])[CH:13]=[C:12]([C:20]([F:25])([F:26])[C:21]([F:22])([F:23])[F:24])[C:11]=1[C:27]1[CH:28]=[CH:29][C:30]([F:33])=[CH:31][CH:32]=1)[CH3:8]. Reactant: [H-].[Al+3].[Li+].[H-].[H-].[H-].[CH2:7]([O:9][C:10]1[CH:15]=[C:14]([C:16](OC)=[O:17])[CH:13]=[C:12]([C:20]([F:26])([F:25])[C:21]([F:24])([F:23])[F:22])[C:11]=1[C:27]1[CH:32]=[CH:31][C:30]([F:33])=[CH:29][CH:28]=1)[CH3:8].C1COCC1.[OH-].[Na+]. The catalyst class is: 6. (5) Reactant: [Li]CCCC.Br[C:7]1[CH:12]=[CH:11][C:10]([CH3:13])=[CH:9][CH:8]=1.[CH3:14][C:15]1([CH3:22])[CH2:20][C:19](=[O:21])[CH2:18][CH2:17][O:16]1. Product: [CH3:14][C:15]1([CH3:22])[CH2:20][C:19]([C:7]2[CH:12]=[CH:11][C:10]([CH3:13])=[CH:9][CH:8]=2)([OH:21])[CH2:18][CH2:17][O:16]1. The catalyst class is: 1. (6) Reactant: [NH2:1][C:2]1[S:3][CH:4]=[CH:5][N:6]=1.[C:7]([N+:11]#[C-:12])([CH3:10])([CH3:9])[CH3:8].[CH3:13][O:14][C:15]1[CH:16]=[C:17]([CH:20]=[CH:21][C:22]=1[O:23][CH3:24])[CH:18]=O. Product: [C:7]([NH:11][C:12]1[N:6]2[C:2]([S:3][CH:4]=[CH:5]2)=[N:1][C:18]=1[C:17]1[CH:20]=[CH:21][C:22]([O:23][CH3:24])=[C:15]([O:14][CH3:13])[CH:16]=1)([CH3:10])([CH3:9])[CH3:8]. The catalyst class is: 519. (7) Reactant: [O:1]1[CH:5]=[CH:4][C:3]([C:6]2[NH:7][C:8]3[N:9]([N:16]=[CH:17][C:18]=3[C:19]#[N:20])[C:10](=[O:15])[C:11]=2[CH:12]([CH3:14])[CH3:13])=[CH:2]1.[C:21]([O-])([O-])=O.[K+].[K+].CI. Product: [O:1]1[CH:5]=[CH:4][C:3]([C:6]2[N:7]([CH3:21])[C:8]3[N:9]([N:16]=[CH:17][C:18]=3[C:19]#[N:20])[C:10](=[O:15])[C:11]=2[CH:12]([CH3:14])[CH3:13])=[CH:2]1. The catalyst class is: 3.